Predict the product of the given reaction. From a dataset of Forward reaction prediction with 1.9M reactions from USPTO patents (1976-2016). (1) Given the reactants [F:1][C:2]1[CH:3]=[CH:4][C:5]([CH3:34])=[C:6]([CH:33]=1)[O:7][CH2:8][C:9]1[C:18]([C:19]2[CH:24]=[C:23]([N+:25]([O-])=O)[CH:22]=[CH:21][C:20]=2[O:28][CH3:29])=[CH:17][CH:16]=[C:15]2[C:10]=1[C:11]([CH3:32])=[CH:12][C:13]([CH3:31])([CH3:30])[NH:14]2.[OH-].[Na+].C(OCC)(=O)C, predict the reaction product. The product is: [NH2:25][C:23]1[CH:22]=[CH:21][C:20]([O:28][CH3:29])=[C:19]([C:18]2[C:9]([CH2:8][O:7][C:6]3[CH:33]=[C:2]([F:1])[CH:3]=[CH:4][C:5]=3[CH3:34])=[C:10]3[C:15](=[CH:16][CH:17]=2)[NH:14][C:13]([CH3:31])([CH3:30])[CH:12]=[C:11]3[CH3:32])[CH:24]=1. (2) The product is: [F:11][C:12]1[CH:17]=[CH:16][CH:15]=[CH:14][C:13]=1[C:2]1[CH:7]=[CH:6][C:5]([N+:8]([O-:10])=[O:9])=[CH:4][N:3]=1. Given the reactants Br[C:2]1[CH:7]=[CH:6][C:5]([N+:8]([O-:10])=[O:9])=[CH:4][N:3]=1.[F:11][C:12]1[CH:17]=[CH:16][CH:15]=[CH:14][C:13]=1B(O)O.C1(P(C2C=CC=CC=2)C2C=CC=CC=2)C=CC=CC=1.C(=O)([O-])[O-].[Na+].[Na+], predict the reaction product. (3) The product is: [OH:1][C:2]1[CH:7]=[C:6]2[C:5]([CH2:8][CH2:9][C:10]2=[O:12])=[CH:4][C:3]=1[O:13][CH3:14]. Given the reactants [OH:1][C:2]1[CH:7]=[CH:6][C:5]([CH2:8][CH2:9][C:10]([OH:12])=O)=[CH:4][C:3]=1[O:13][CH3:14], predict the reaction product. (4) Given the reactants ClCCl.[NH2:4][CH2:5][CH2:6][CH2:7][CH2:8][CH2:9][OH:10].[C:11](Cl)(=[O:18])[C:12]1[CH:17]=[CH:16][CH:15]=[N:14][CH:13]=1, predict the reaction product. The product is: [OH:10][CH2:9][CH2:8][CH2:7][CH2:6][CH2:5][NH:4][C:11](=[O:18])[C:12]1[CH:17]=[CH:16][CH:15]=[N:14][CH:13]=1. (5) Given the reactants [Br:1][C:2]1[CH:7]=[C:6]([N+:8]([O-])=O)[CH:5]=[CH:4][C:3]=1[C:11]([CH3:16])([CH2:14][OH:15])[CH2:12]O.C(C=P(CCCC)(CCCC)CCCC)#N.O.O.[Sn](Cl)Cl, predict the reaction product. The product is: [Br:1][C:2]1[CH:7]=[C:6]([CH:5]=[CH:4][C:3]=1[C:11]1([CH3:16])[CH2:14][O:15][CH2:12]1)[NH2:8]. (6) Given the reactants [Cl:1][C:2]1[CH:3]=[C:4]([CH:18]=[C:19]([F:23])[C:20]=1[O:21]C)[C:5]([N:7]1[C:11]2[CH:12]=[CH:13][CH:14]=[CH:15][C:10]=2[S:9](=[O:17])(=[O:16])[CH2:8]1)=[O:6].[Cl-].[Li+].Cl, predict the reaction product. The product is: [Cl:1][C:2]1[CH:3]=[C:4]([CH:18]=[C:19]([F:23])[C:20]=1[OH:21])[C:5]([N:7]1[C:11]2[CH:12]=[CH:13][CH:14]=[CH:15][C:10]=2[S:9](=[O:16])(=[O:17])[CH2:8]1)=[O:6]. (7) Given the reactants [N+:1]([C:4]1[CH:5]=[C:6]([CH:8]=[CH:9][CH:10]=1)[NH2:7])([O-:3])=[O:2].Cl[C:12]1[N:17]=[CH:16][CH:15]=[CH:14][N:13]=1.C(=O)([O-])[O-].[K+].[K+].C(OCC)(=O)C, predict the reaction product. The product is: [N+:1]([C:4]1[CH:5]=[C:6]([NH:7][C:12]2[N:17]=[CH:16][CH:15]=[CH:14][N:13]=2)[CH:8]=[CH:9][CH:10]=1)([O-:3])=[O:2].